Dataset: Reaction yield outcomes from USPTO patents with 853,638 reactions. Task: Predict the reaction yield, written as a fraction of the theoretical maximum amount of product (1.0 means a 100% yield; for example, 0.34 means a 34% yield). (1) The reactants are Cl.C([O:5][C@H:6]([CH2:21][NH:22][C:23]([C:26]1[CH:31]=[CH:30][CH:29]=[C:28]([Br:32])[CH:27]=1)([CH3:25])[CH3:24])[C@@H:7]([NH:17][C:18](=[O:20])[CH3:19])[CH2:8][C:9]1[CH:14]=[C:13]([F:15])[CH:12]=[C:11]([F:16])[CH:10]=1)(=O)C.[OH-].[Na+]. The catalyst is CO. The product is [Br:32][C:28]1[CH:27]=[C:26]([C:23]([NH:22][CH2:21][C@@H:6]([OH:5])[C@@H:7]([NH:17][C:18](=[O:20])[CH3:19])[CH2:8][C:9]2[CH:10]=[C:11]([F:16])[CH:12]=[C:13]([F:15])[CH:14]=2)([CH3:25])[CH3:24])[CH:31]=[CH:30][CH:29]=1. The yield is 0.680. (2) The reactants are [C:1](O)(=O)[CH2:2][CH3:3].[BH4-].[Na+].[CH2:8]([N:15]1[C:19]([C:20]([F:23])([F:22])[F:21])=[CH:18][C:17]([NH2:24])=[N:16]1)[C:9]1[CH:14]=[CH:13][CH:12]=[CH:11][CH:10]=1.[OH-].[Na+].[C:27]1(C)[CH:32]=CC=C[CH:28]=1. The catalyst is CCOC(C)=O. The product is [CH2:8]([N:15]1[C:19]([C:20]([F:23])([F:22])[F:21])=[CH:18][C:17]([N:24]([CH2:28][CH2:27][CH3:32])[CH2:1][CH2:2][CH3:3])=[N:16]1)[C:9]1[CH:14]=[CH:13][CH:12]=[CH:11][CH:10]=1. The yield is 0.640. (3) The reactants are CC(C[AlH]CC(C)C)C.[N:10]1[CH:15]=[CH:14][CH:13]=[N:12][C:11]=1[C:16]1[CH:21]=[CH:20][C:19](/[CH:22]=[CH:23]/[CH:24]=[O:25])=[CH:18][CH:17]=1.CO.C(O)(=O)CC(CC(O)=O)(C(O)=O)O. The catalyst is ClCCl. The product is [N:10]1[CH:15]=[CH:14][CH:13]=[N:12][C:11]=1[C:16]1[CH:21]=[CH:20][C:19]([CH:22]=[CH:23][CH2:24][OH:25])=[CH:18][CH:17]=1. The yield is 0.820. (4) The reactants are C(N(CC)CC)C.[SH:8][C:9]1[N:16]=[C:15]([C:17]2[S:18][CH:19]=[CH:20][CH:21]=2)[CH:14]=[C:13]([C:22]([F:25])([F:24])[F:23])[C:10]=1[C:11]#[N:12].Br[CH:27]([C:32]1[CH:37]=[CH:36][CH:35]=[CH:34][CH:33]=1)[C:28]([O:30][CH3:31])=[O:29].C([O-])([O-])=O.[K+].[K+]. The catalyst is CC(C)=O. The product is [C:11]([C:10]1[C:9]([S:8][CH:27]([C:32]2[CH:37]=[CH:36][CH:35]=[CH:34][CH:33]=2)[C:28]([O:30][CH3:31])=[O:29])=[N:16][C:15]([C:17]2[S:18][CH:19]=[CH:20][CH:21]=2)=[CH:14][C:13]=1[C:22]([F:23])([F:25])[F:24])#[N:12]. The yield is 0.870. (5) The reactants are ClCCl.[CH:4]1([C:10]2[C:18]3[C:17](=[O:19])[NH:16][C:15]([C:20]4[CH:25]=[CH:24][C:23]([S:26](Cl)(=[O:28])=[O:27])=[CH:22][C:21]=4[O:30][CH3:31])=[N:14][C:13]=3[N:12]([CH3:32])[N:11]=2)[CH2:9][CH2:8][CH2:7][CH2:6][CH2:5]1.[CH3:33][N:34]1[CH2:39][CH2:38][NH:37][CH2:36][CH2:35]1.C(N(CC)CC)C. The catalyst is O. The product is [CH:4]1([C:10]2[C:18]3[C:17](=[O:19])[NH:16][C:15]([C:20]4[CH:25]=[CH:24][C:23]([S:26]([N:37]5[CH2:38][CH2:39][N:34]([CH3:33])[CH2:35][CH2:36]5)(=[O:28])=[O:27])=[CH:22][C:21]=4[O:30][CH3:31])=[N:14][C:13]=3[N:12]([CH3:32])[N:11]=2)[CH2:9][CH2:8][CH2:7][CH2:6][CH2:5]1. The yield is 0.870. (6) The reactants are [O:1]1[CH2:6][CH2:5][CH:4]([NH:7][C:8]([C:10]2[C:11]([C:23]3[S:24][C:25]4[CH2:31][CH2:30][CH2:29][CH2:28][C:26]=4[N:27]=3)=[N:12][N:13](COCC[Si](C)(C)C)[CH:14]=2)=[O:9])[CH2:3][CH2:2]1.FC(F)(F)C(O)=O. The catalyst is ClCCl. The product is [O:1]1[CH2:6][CH2:5][CH:4]([NH:7][C:8]([C:10]2[C:11]([C:23]3[S:24][C:25]4[CH2:31][CH2:30][CH2:29][CH2:28][C:26]=4[N:27]=3)=[N:12][NH:13][CH:14]=2)=[O:9])[CH2:3][CH2:2]1. The yield is 0.710.